Dataset: Reaction yield outcomes from USPTO patents with 853,638 reactions. Task: Predict the reaction yield, written as a fraction of the theoretical maximum amount of product (1.0 means a 100% yield; for example, 0.34 means a 34% yield). (1) The reactants are [C:1]([C:3]1[CH:4]=[CH:5][C:6]([N:9]2[CH2:14][CH2:13][CH:12]([NH:15]C(=O)OC(C)(C)C)[CH2:11][CH2:10]2)=[N:7][CH:8]=1)#[N:2].Cl.CCOC(C)=O. The catalyst is C(Cl)Cl. The product is [NH2:15][CH:12]1[CH2:13][CH2:14][N:9]([C:6]2[CH:5]=[CH:4][C:3]([C:1]#[N:2])=[CH:8][N:7]=2)[CH2:10][CH2:11]1. The yield is 0.900. (2) The reactants are [OH-].[Na+].[Cl:3][C:4]1[CH:5]=[C:6]2[CH:12]=[CH:11][NH:10][C:7]2=[N:8][CH:9]=1.C1(C)C=CC=CC=1.Br[CH2:21][C:22]([O:24]C)=[O:23]. The catalyst is O.[Br-].C([N+](CCCC)(CCCC)CCCC)CCC. The product is [Cl:3][C:4]1[CH:5]=[C:6]2[CH:12]=[CH:11][N:10]([CH2:21][C:22]([OH:24])=[O:23])[C:7]2=[N:8][CH:9]=1. The yield is 0.970. (3) The reactants are [CH2:1]1[C:10]2[C:5](=[CH:6][CH:7]=[CH:8][CH:9]=2)[CH2:4][CH2:3][N:2]1[CH2:11][CH:12]([OH:35])[CH2:13][NH:14][C:15]([C:17]1[CH:18]=[C:19]([CH:23]2[CH2:27][CH2:26][CH2:25][N:24]2C(OC(C)(C)C)=O)[CH:20]=[CH:21][CH:22]=1)=[O:16].Cl. The catalyst is CC(=O)OCC. The product is [CH2:1]1[C:10]2[C:5](=[CH:6][CH:7]=[CH:8][CH:9]=2)[CH2:4][CH2:3][N:2]1[CH2:11][CH:12]([OH:35])[CH2:13][NH:14][C:15](=[O:16])[C:17]1[CH:22]=[CH:21][CH:20]=[C:19]([CH:23]2[CH2:27][CH2:26][CH2:25][NH:24]2)[CH:18]=1. The yield is 0.520. (4) The yield is 0.450. The product is [CH3:6][O:7][C:8]12[CH2:15][CH2:14][CH:11]([CH2:12][CH2:13]1)[CH2:10][CH2:9]2. The reactants are [OH-].[K+].O.NN.[CH3:6][O:7][C:8]12[CH2:15][CH2:14][CH:11]([CH2:12][CH2:13]1)[CH2:10][C:9]2=O. The catalyst is C(O)CO.